This data is from Cav3 T-type calcium channel HTS with 100,875 compounds. The task is: Binary Classification. Given a drug SMILES string, predict its activity (active/inactive) in a high-throughput screening assay against a specified biological target. The compound is O(C(C[N+](C)(C)C)C)C(=O)C. The result is 0 (inactive).